Dataset: Drug-target binding data from BindingDB using IC50 measurements. Task: Regression. Given a target protein amino acid sequence and a drug SMILES string, predict the binding affinity score between them. We predict pIC50 (pIC50 = -log10(IC50 in M); higher means more potent). Dataset: bindingdb_ic50. (1) The drug is COc1ccccc1S(=O)(=O)NC(=O)c1ccc(CCNC(=O)c2ccc3ccc(OCc4ccc5ccccc5n4)cc3c2)cc1. The target protein (Q9Y271) has sequence MDETGNLTVSSATCHDTIDDFRNQVYSTLYSMISVVGFFGNGFVLYVLIKTYHKKSAFQVYMINLAVADLLCVCTLPLRVVYYVHKGIWLFGDFLCRLSTYALYVNLYCSIFFMTAMSFFRCIAIVFPVQNINLVTQKKARFVCVGIWIFVILTSSPFLMAKPQKDEKNNTKCFEPPQDNQTKNHVLVLHYVSLFVGFIIPFVIIIVCYTMIILTLLKKSMKKNLSSHKKAIGMIMVVTAAFLVSFMPYHIQRTIHLHFLHNETKPCDSVLRMQKSVVITLSLAASNCCFDPLLYFFSGGNFRKRLSTFRKHSLSSVTYVPRKKASLPEKGEEICKV. The pIC50 is 7.8. (2) The compound is C#Cc1cccc(Nc2ncnc3cc(OC4CCOCC4)c4c(c23)OCCO4)c1. The target protein (P00533) has sequence MRPSGTAGAALLALLAALCPASRALEEKKVCQGTSNKLTQLGTFEDHFLSLQRMFNNCEVVLGNLEITYVQRNYDLSFLKTIQEVAGYVLIALNTVERIPLENLQIIRGNMYYENSYALAVLSNYDANKTGLKELPMRNLQEILHGAVRFSNNPALCNVESIQWRDIVSSDFLSNMSMDFQNHLGSCQKCDPSCPNGSCWGAGEENCQKLTKIICAQQCSGRCRGKSPSDCCHNQCAAGCTGPRESDCLVCRKFRDEATCKDTCPPLMLYNPTTYQMDVNPEGKYSFGATCVKKCPRNYVVTDHGSCVRACGADSYEMEEDGVRKCKKCEGPCRKVCNGIGIGEFKDSLSINATNIKHFKNCTSISGDLHILPVAFRGDSFTHTPPLDPQELDILKTVKEITGFLLIQAWPENRTDLHAFENLEIIRGRTKQHGQFSLAVVSLNITSLGLRSLKEISDGDVIISGNKNLCYANTINWKKLFGTSGQKTKIISNRGENSCK.... The pIC50 is 7.0.